Task: Regression. Given a peptide amino acid sequence and an MHC pseudo amino acid sequence, predict their binding affinity value. This is MHC class I binding data.. Dataset: Peptide-MHC class I binding affinity with 185,985 pairs from IEDB/IMGT The peptide sequence is RIAQGVLQR. The MHC is HLA-A26:01 with pseudo-sequence HLA-A26:01. The binding affinity (normalized) is 0.0847.